This data is from Forward reaction prediction with 1.9M reactions from USPTO patents (1976-2016). The task is: Predict the product of the given reaction. (1) The product is: [Cl:14][C:15]1[CH:16]=[C:17]([N:30]2[C:35](=[O:36])[NH:34][C:33](=[O:37])[CH:32]=[N:31]2)[CH:18]=[CH:19][C:20]=1[CH:21]([C:22]1[CH:27]=[CH:26][C:25]([Cl:28])=[CH:24][CH:23]=1)[NH:7][CH2:8][CH2:4][OH:5].[Cl:14][C:15]1[CH:16]=[C:17]([N:30]2[C:35](=[O:36])[NH:34][C:33](=[O:37])[CH:32]=[N:31]2)[CH:18]=[CH:19][C:20]=1[CH:21]([C:22]1[CH:23]=[CH:24][C:25]([Cl:28])=[CH:26][CH:27]=1)[NH:13][CH2:12][C:8]1[NH:7][CH:11]=[CH:10][N:9]=1. Given the reactants CN([CH:4]=[O:5])C.[Na].[NH:7]1[CH:11]=[CH:10][N:9]=[C:8]1[CH2:12][NH2:13].[Cl:14][C:15]1[CH:16]=[C:17]([N:30]2[C:35](=[O:36])[NH:34][C:33](=[O:37])[CH:32]=[N:31]2)[CH:18]=[CH:19][C:20]=1[CH:21](Cl)[C:22]1[CH:27]=[CH:26][C:25]([Cl:28])=[CH:24][CH:23]=1, predict the reaction product. (2) Given the reactants [N:1]12[CH2:8][CH2:7][C:4]([CH2:9][NH:10][CH2:11][CH2:12][N:13]3[C:21]4[C:16](=[CH:17][CH:18]=[CH:19][C:20]=4[C:22]([O:24]C)=[O:23])[CH:15]=[N:14]3)([CH2:5][CH2:6]1)[CH2:3][CH2:2]2.O.[OH-].[Li+:28], predict the reaction product. The product is: [N:1]12[CH2:8][CH2:7][C:4]([CH2:9][NH:10][CH2:11][CH2:12][N:13]3[C:21]4[C:16](=[CH:17][CH:18]=[CH:19][C:20]=4[C:22]([O-:24])=[O:23])[CH:15]=[N:14]3)([CH2:5][CH2:6]1)[CH2:3][CH2:2]2.[Li+:28]. (3) Given the reactants Br[C:2]1[CH:11]=[C:10]2[C:5]([CH:6]=[CH:7][N:8]=[CH:9]2)=[CH:4][CH:3]=1.[C:12]([O-])(O)=O.[Na+].C(OC([NH:24][CH2:25][CH2:26][NH2:27])=O)(C)(C)C.N1[CH:33]=[CH:32][CH:31]=[CH:30][CH:29]=1.[SH:34]([O:37]Cl)(=O)=[O:35], predict the reaction product. The product is: [NH2:27][CH2:26][CH2:25][NH:24][S:34]([C:4]1[C:5]2[CH:6]=[CH:7][N:8]=[CH:9][C:10]=2[CH:11]=[C:2]([C:29]2[CH:12]=[CH:33][CH:32]=[CH:31][CH:30]=2)[CH:3]=1)(=[O:37])=[O:35]. (4) Given the reactants [CH2:1]([C:3]1[C:12]([CH2:13][C:14]2[CH:19]=[CH:18][C:17]([C:20]3[CH:24]=[CH:23][N:22]([CH3:25])[N:21]=3)=[CH:16][CH:15]=2)=[CH:11][C:6]([C:7]([O:9][CH3:10])=[O:8])=[C:5]([OH:26])[CH:4]=1)[CH3:2].C1C=CC(N([S:34]([C:37]([F:40])([F:39])[F:38])(=[O:36])=[O:35])[S:34]([C:37]([F:40])([F:39])[F:38])(=[O:36])=[O:35])=CC=1.[H-].[Na+], predict the reaction product. The product is: [CH2:1]([C:3]1[C:12]([CH2:13][C:14]2[CH:19]=[CH:18][C:17]([C:20]3[CH:24]=[CH:23][N:22]([CH3:25])[N:21]=3)=[CH:16][CH:15]=2)=[CH:11][C:6]([C:7]([O:9][CH3:10])=[O:8])=[C:5]([O:26][S:34]([C:37]([F:40])([F:39])[F:38])(=[O:36])=[O:35])[CH:4]=1)[CH3:2]. (5) Given the reactants [Cl:1][C:2]1[CH:7]=[CH:6][C:5]([C:8]2[CH:13]=[CH:12][C:11]([CH2:14][CH3:15])=[C:10]([CH:16]3[C:21](=[O:22])[C:20]([CH3:24])([CH3:23])[O:19][C:18]([CH3:26])([CH3:25])[C:17]3=[O:27])[CH:9]=2)=[CH:4][CH:3]=1.C(N(CC)CC)C.[C:35](Cl)(=[O:40])[C:36]([CH3:39])([CH3:38])[CH3:37], predict the reaction product. The product is: [Cl:1][C:2]1[CH:3]=[CH:4][C:5]([C:8]2[CH:13]=[CH:12][C:11]([CH2:14][CH3:15])=[C:10]([C:16]3[C:21](=[O:22])[C:20]([CH3:24])([CH3:23])[O:19][C:18]([CH3:26])([CH3:25])[C:17]=3[O:27][C:35](=[O:40])[C:36]([CH3:39])([CH3:38])[CH3:37])[CH:9]=2)=[CH:6][CH:7]=1. (6) Given the reactants Cl[C:2]1[N:7]=[C:6]([NH:8][CH2:9][C:10]2[CH:15]=[CH:14][C:13]([O:16][CH3:17])=[C:12]([Cl:18])[CH:11]=2)[C:5]([C:19]([C:21]2[CH:26]=[C:25]([O:27][CH3:28])[C:24]([O:29][CH3:30])=[C:23]([O:31][CH3:32])[CH:22]=2)=[O:20])=[CH:4][N:3]=1.[C-]#N.[K+].OC1CC[NH:40][CH2:39]C1.O, predict the reaction product. The product is: [C:39]([C:2]1[N:7]=[C:6]([NH:8][CH2:9][C:10]2[CH:15]=[CH:14][C:13]([O:16][CH3:17])=[C:12]([Cl:18])[CH:11]=2)[C:5]([C:19]([C:21]2[CH:22]=[C:23]([O:31][CH3:32])[C:24]([O:29][CH3:30])=[C:25]([O:27][CH3:28])[CH:26]=2)=[O:20])=[CH:4][N:3]=1)#[N:40]. (7) Given the reactants [CH3:1][N:2]1[CH2:7][CH2:6][NH:5][CH2:4][CH2:3]1.[CH:8]([S:10]([N:13]1[CH2:18][CH2:17][CH:16]([NH:19][C:20]2[N:25]=[C:24]([C:26]3[N:27]([CH:32]([CH3:34])[CH3:33])[C:28]([CH3:31])=[N:29][CH:30]=3)[CH:23]=[CH:22][N:21]=2)[CH2:15][CH2:14]1)(=[O:12])=[O:11])=[CH2:9], predict the reaction product. The product is: [CH3:1][N:2]1[CH2:7][CH2:6][N:5]([CH2:9][CH2:8][S:10]([N:13]2[CH2:14][CH2:15][CH:16]([NH:19][C:20]3[N:25]=[C:24]([C:26]4[N:27]([CH:32]([CH3:33])[CH3:34])[C:28]([CH3:31])=[N:29][CH:30]=4)[CH:23]=[CH:22][N:21]=3)[CH2:17][CH2:18]2)(=[O:11])=[O:12])[CH2:4][CH2:3]1.